Task: Regression. Given two drug SMILES strings and cell line genomic features, predict the synergy score measuring deviation from expected non-interaction effect.. Dataset: NCI-60 drug combinations with 297,098 pairs across 59 cell lines (1) Drug 1: C1=NC2=C(N1)C(=S)N=C(N2)N. Drug 2: C1CC(=O)NC(=O)C1N2C(=O)C3=CC=CC=C3C2=O. Cell line: SF-268. Synergy scores: CSS=5.33, Synergy_ZIP=-4.61, Synergy_Bliss=-1.01, Synergy_Loewe=-15.3, Synergy_HSA=-2.06. (2) Synergy scores: CSS=-0.981, Synergy_ZIP=-0.126, Synergy_Bliss=-3.14, Synergy_Loewe=-2.05, Synergy_HSA=-4.42. Cell line: EKVX. Drug 2: CC(C)NC(=O)C1=CC=C(C=C1)CNNC.Cl. Drug 1: C1CCN(CC1)CCOC2=CC=C(C=C2)C(=O)C3=C(SC4=C3C=CC(=C4)O)C5=CC=C(C=C5)O.